Dataset: Full USPTO retrosynthesis dataset with 1.9M reactions from patents (1976-2016). Task: Predict the reactants needed to synthesize the given product. (1) Given the product [CH:1]([C:4]1[N:5]=[C:6]([CH2:9][CH2:10][C:11]2[CH:36]=[CH:35][N:14]3[C:15](=[O:34])[C:16](/[CH:25]=[CH:26]/[C:27]([OH:29])=[O:28])=[C:17]([N:19]4[CH2:20][CH2:21][O:22][CH2:23][CH2:24]4)[N:18]=[C:13]3[C:12]=2[O:37][CH3:38])[S:7][CH:8]=1)([CH3:3])[CH3:2], predict the reactants needed to synthesize it. The reactants are: [CH:1]([C:4]1[N:5]=[C:6]([CH2:9][CH2:10][C:11]2[CH:36]=[CH:35][N:14]3[C:15](=[O:34])[C:16](/[CH:25]=[CH:26]/[C:27]([O:29]C(C)(C)C)=[O:28])=[C:17]([N:19]4[CH2:24][CH2:23][O:22][CH2:21][CH2:20]4)[N:18]=[C:13]3[C:12]=2[O:37][CH3:38])[S:7][CH:8]=1)([CH3:3])[CH3:2]. (2) Given the product [CH:1]1([C:7]2[C:8]3[CH:9]=[CH:10][C:11]([C:33]([OH:35])=[O:34])=[CH:12][C:13]=3[N:14]3[CH2:21][CH2:20][N:19]([C:22](=[O:27])[CH2:23][N:24]([CH3:25])[CH3:26])[CH2:18][C:17]4[CH:28]=[C:29]([F:32])[CH:30]=[CH:31][C:16]=4[C:15]=23)[CH2:6][CH2:5][CH2:4][CH2:3][CH2:2]1, predict the reactants needed to synthesize it. The reactants are: [CH:1]1([C:7]2[C:8]3[CH:9]=[CH:10][C:11]([C:33]([O:35]C)=[O:34])=[CH:12][C:13]=3[N:14]3[CH2:21][CH2:20][N:19]([C:22](=[O:27])[CH2:23][N:24]([CH3:26])[CH3:25])[CH2:18][C:17]4[CH:28]=[C:29]([F:32])[CH:30]=[CH:31][C:16]=4[C:15]=23)[CH2:6][CH2:5][CH2:4][CH2:3][CH2:2]1.B(Br)(Br)Br.C([O-])(O)=O.[Na+]. (3) The reactants are: [H-].[Na+].[Cl:3][C:4]1[CH:5]=[C:6]([CH2:19][C:20]([O:22][CH3:23])=[O:21])[CH:7]=[CH:8][C:9]=1[B:10]1[O:14][C:13]([CH3:16])([CH3:15])[C:12]([CH3:18])([CH3:17])[O:11]1.[Br:24][CH2:25][CH2:26][CH2:27]Br. Given the product [Br:24][CH2:25][CH2:26][CH2:27][CH:19]([C:6]1[CH:7]=[CH:8][C:9]([B:10]2[O:14][C:13]([CH3:15])([CH3:16])[C:12]([CH3:17])([CH3:18])[O:11]2)=[C:4]([Cl:3])[CH:5]=1)[C:20]([O:22][CH3:23])=[O:21], predict the reactants needed to synthesize it. (4) Given the product [Cl:1][C:2]1[CH:7]=[C:6]([Cl:8])[CH:5]=[CH:4][C:3]=1[C:9]1[N:10]=[C:11](/[CH:16]=[CH:17]/[C:18]2[CH:23]=[CH:22][C:21]([C:24]3[CH:25]=[CH:26][C:27]([O:30][C:40]4[CH:39]=[CH:38][C:33]([C:34]([OH:36])=[O:35])=[C:32]([F:31])[CH:41]=4)=[CH:28][CH:29]=3)=[CH:20][CH:19]=2)[N:12]([CH2:14][CH3:15])[CH:13]=1, predict the reactants needed to synthesize it. The reactants are: [Cl:1][C:2]1[CH:7]=[C:6]([Cl:8])[CH:5]=[CH:4][C:3]=1[C:9]1[N:10]=[C:11](/[CH:16]=[CH:17]/[C:18]2[CH:23]=[CH:22][C:21]([C:24]3[CH:29]=[CH:28][C:27]([OH:30])=[CH:26][CH:25]=3)=[CH:20][CH:19]=2)[N:12]([CH2:14][CH3:15])[CH:13]=1.[F:31][C:32]1[CH:41]=[C:40](Br)[CH:39]=[CH:38][C:33]=1[C:34]([O:36]C)=[O:35]. (5) Given the product [CH3:17][C:16]([NH:20][S:2]([C:5]1[C:6]([F:15])=[CH:7][C:8]([F:14])=[C:9]([CH:13]=1)[C:10]([OH:12])=[O:11])(=[O:4])=[O:3])([CH3:19])[CH3:18], predict the reactants needed to synthesize it. The reactants are: Cl[S:2]([C:5]1[C:6]([F:15])=[CH:7][C:8]([F:14])=[C:9]([CH:13]=1)[C:10]([OH:12])=[O:11])(=[O:4])=[O:3].[C:16]([NH2:20])([CH3:19])([CH3:18])[CH3:17].CCN(C(C)C)C(C)C.ClC1C(S(NC)(=O)=O)=CC=C(Cl)C=1C(O)=O. (6) The reactants are: Br[CH2:2][CH2:3][CH2:4][CH2:5][CH2:6][CH2:7][CH2:8][CH2:9][CH2:10][CH2:11][O:12][C:13]1[CH:21]=[CH:20][C:16]([C:17]([OH:19])=[O:18])=[CH:15][CH:14]=1.C1(C=CC=C(O)C=1)O.C(O[C:41]1[CH:57]=[CH:56][C:44]([C:45]([O:47]C2C=CC(C=O)=CC=2)=[O:46])=[CH:43][CH:42]=1)CCCCCCCCC.[O-]Cl=O.[Na+]. Given the product [CH2:11]([O:12][C:13]1[CH:21]=[CH:20][C:16]([C:17]([O:19][C:41]2[CH:57]=[CH:56][C:44]([C:45]([OH:47])=[O:46])=[CH:43][CH:42]=2)=[O:18])=[CH:15][CH:14]=1)[CH2:10][CH2:9][CH2:8][CH2:7][CH2:6][CH2:5][CH2:4][CH2:3][CH3:2], predict the reactants needed to synthesize it.